From a dataset of TCR-epitope binding with 47,182 pairs between 192 epitopes and 23,139 TCRs. Binary Classification. Given a T-cell receptor sequence (or CDR3 region) and an epitope sequence, predict whether binding occurs between them. (1) Result: 1 (the TCR binds to the epitope). The epitope is ILHCANFNV. The TCR CDR3 sequence is CASSLQTGYEQYF. (2) The epitope is EEHVQIHTI. The TCR CDR3 sequence is CASSLATENIQYF. Result: 0 (the TCR does not bind to the epitope).